This data is from Reaction yield outcomes from USPTO patents with 853,638 reactions. The task is: Predict the reaction yield, written as a fraction of the theoretical maximum amount of product (1.0 means a 100% yield; for example, 0.34 means a 34% yield). (1) The reactants are [Cl:1][C:2]1[CH:7]=[CH:6][C:5]([I:8])=[CH:4][C:3]=1[CH2:9][C:10]1[CH:15]=[CH:14][C:13]([O:16]C)=[CH:12][CH:11]=1.B(Br)(Br)Br. The catalyst is C(Cl)Cl. The product is [Cl:1][C:2]1[CH:7]=[CH:6][C:5]([I:8])=[CH:4][C:3]=1[CH2:9][C:10]1[CH:11]=[CH:12][C:13]([OH:16])=[CH:14][CH:15]=1. The yield is 0.880. (2) The reactants are C(N(S(F)(F)[F:7])CC)C.O[C:11]([C:14]1[C:18]([C:19]([F:22])([F:21])[F:20])=[C:17]([C:23]([O:25][CH2:26][CH3:27])=[O:24])[N:16]([CH3:28])[N:15]=1)([CH3:13])[CH3:12].C(=O)([O-])[O-].[Na+].[Na+]. The catalyst is ClCCl. The product is [F:7][C:11]([C:14]1[C:18]([C:19]([F:22])([F:21])[F:20])=[C:17]([C:23]([O:25][CH2:26][CH3:27])=[O:24])[N:16]([CH3:28])[N:15]=1)([CH3:13])[CH3:12]. The yield is 0.670. (3) The reactants are [CH2:1]([N:8]1[C:12](=[O:13])[N:11]([C:14]2[CH:15]=[N:16][N:17]([CH2:19][C:20]3[C:21]([CH3:26])=[N:22][O:23][C:24]=3[CH3:25])[CH:18]=2)[C:10](=[O:27])[NH:9]1)[C:2]1[CH:7]=[CH:6][CH:5]=[CH:4][CH:3]=1.[CH3:28][O:29][CH2:30][CH2:31]Br. No catalyst specified. The product is [CH2:1]([N:8]1[C:12](=[O:13])[N:11]([C:14]2[CH:15]=[N:16][N:17]([CH2:19][C:20]3[C:21]([CH3:26])=[N:22][O:23][C:24]=3[CH3:25])[CH:18]=2)[C:10](=[O:27])[N:9]1[CH2:31][CH2:30][O:29][CH3:28])[C:2]1[CH:3]=[CH:4][CH:5]=[CH:6][CH:7]=1. The yield is 0.200.